Dataset: Full USPTO retrosynthesis dataset with 1.9M reactions from patents (1976-2016). Task: Predict the reactants needed to synthesize the given product. (1) Given the product [Br:12][C:4]1[CH:5]=[C:6]([C:8]([F:11])([F:10])[F:9])[CH:7]=[C:2]([C:14]([CH3:15])=[CH2:13])[CH:3]=1, predict the reactants needed to synthesize it. The reactants are: Br[C:2]1[CH:7]=[C:6]([C:8]([F:11])([F:10])[F:9])[CH:5]=[C:4]([Br:12])[CH:3]=1.[CH2:13]=[C:14](B(O)O)[CH3:15].C([O-])([O-])=O.[K+].[K+].O. (2) The reactants are: [N+](C1C=C([N+]([O-])=O)C=CC=1[O-])([O-])=O.[NH2:14][N+:15]1[CH:20]=[CH:19][C:18]2[O:21][C:22]([CH3:24])=[CH:23][C:17]=2[CH:16]=1.C(=O)([O-])[O-].[K+].[K+].[C:31]([O:37][CH2:38][CH3:39])(=[O:36])[C:32]#[C:33][CH2:34][CH3:35]. Given the product [CH2:34]([C:33]1[C:32]([C:31]([O:37][CH2:38][CH3:39])=[O:36])=[C:16]2[C:17]3[CH:23]=[C:22]([CH3:24])[O:21][C:18]=3[CH:19]=[CH:20][N:15]2[N:14]=1)[CH3:35], predict the reactants needed to synthesize it. (3) Given the product [O:15]=[C:11]1[NH:10][C:3]2([C:4]3[C:9](=[CH:8][CH:7]=[CH:6][CH:5]=3)[NH:1][C:2]2=[O:16])[C:13](=[O:14])[N:12]1[CH2:33][C:34]([O:36][C:43]([CH3:45])([CH3:46])[CH3:44])=[O:35], predict the reactants needed to synthesize it. The reactants are: [NH:1]1[C:9]2[C:4](=[CH:5][CH:6]=[CH:7][CH:8]=2)[C:3]2([C:13](=[O:14])[NH:12][C:11](=[O:15])[NH:10]2)[C:2]1=[O:16].O=C1NC2(C3C(=CC=CC=3)CCC2)C(=O)N1[CH2:33][C:34]([OH:36])=[O:35].CCN([CH:43]([CH3:45])[CH3:44])C(C)C.[CH3:46]C#N. (4) The reactants are: [CH:1]1([C:4]2[N:5]=[C:6]3[C:12]([C:13](O)=[O:14])=[CH:11][N:10]([CH2:16][O:17][CH2:18][CH2:19][Si:20]([CH3:23])([CH3:22])[CH3:21])[C:7]3=[N:8][CH:9]=2)[CH2:3][CH2:2]1.Cl.[NH2:25][CH:26]([CH:32]1[CH2:34][CH2:33]1)[C:27]([CH3:31])([CH3:30])[C:28]#[N:29].C1C=CC2N(O)N=NC=2C=1.C(Cl)CCl.C(N(C(C)C)CC)(C)C. Given the product [C:28]([C:27]([CH3:31])([CH3:30])[CH:26]([NH:25][C:13]([C:12]1[C:6]2[C:7](=[N:8][CH:9]=[C:4]([CH:1]3[CH2:3][CH2:2]3)[N:5]=2)[N:10]([CH2:16][O:17][CH2:18][CH2:19][Si:20]([CH3:23])([CH3:21])[CH3:22])[CH:11]=1)=[O:14])[CH:32]1[CH2:34][CH2:33]1)#[N:29], predict the reactants needed to synthesize it. (5) Given the product [C:33]([O:32][C:30]([N:7]1[CH2:8][CH2:9][C@H:10]([C:11]2[CH:16]=[CH:15][C:14]([O:17][CH2:18][CH2:19][O:20][C:21]3[C:26]([Cl:27])=[CH:25][C:24]([CH3:28])=[CH:23][C:22]=3[Cl:29])=[CH:13][CH:12]=2)[C@@H:5]([C:3]([OH:4])=[O:2])[CH2:6]1)=[O:31])([CH3:36])([CH3:34])[CH3:35], predict the reactants needed to synthesize it. The reactants are: C[O:2][C:3]([C@@H:5]1[C@@H:10]([C:11]2[CH:16]=[CH:15][C:14]([O:17][CH2:18][CH2:19][O:20][C:21]3[C:26]([Cl:27])=[CH:25][C:24]([CH3:28])=[CH:23][C:22]=3[Cl:29])=[CH:13][CH:12]=2)[CH2:9][CH2:8][N:7]([C:30]([O:32][C:33]([CH3:36])([CH3:35])[CH3:34])=[O:31])[CH2:6]1)=[O:4].[OH-].[Na+].Cl.